Dataset: Catalyst prediction with 721,799 reactions and 888 catalyst types from USPTO. Task: Predict which catalyst facilitates the given reaction. Reactant: [C:1]([NH:5][C:6](=[O:8])[OH:7])([CH3:4])([CH3:3])[CH3:2].[CH:9]1([S:12]([NH2:15])(=[O:14])=[O:13])[CH2:11][CH2:10]1.[Li]CCCC.[CH3:21][O:22][CH2:23]Cl.Cl. Product: [C:1]([NH:5][C:6](=[O:7])[OH:8])([CH3:4])([CH3:3])[CH3:2].[CH3:21][O:22][CH2:23][NH:15][S:12]([CH:9]1[CH2:11][CH2:10]1)(=[O:14])=[O:13]. The catalyst class is: 1.